Dataset: Reaction yield outcomes from USPTO patents with 853,638 reactions. Task: Predict the reaction yield, written as a fraction of the theoretical maximum amount of product (1.0 means a 100% yield; for example, 0.34 means a 34% yield). (1) The reactants are [N+:1]([C:4]1[CH:12]=[C:11]2[C:7]([CH2:8][O:9][C:10]2=[O:13])=[CH:6][CH:5]=1)([O-])=O. The catalyst is Cl.O. The product is [NH2:1][C:4]1[CH:12]=[C:11]2[C:7]([CH2:8][O:9][C:10]2=[O:13])=[CH:6][CH:5]=1. The yield is 0.780. (2) The reactants are [F:1][C:2]([F:7])([F:6])[C:3]([OH:5])=[O:4].FC(F)(F)C(O)=O.[Cl:15][C:16]1[CH:17]=[N:18][C:19]2[NH:20][C:21]3[CH:22]=[CH:23][CH:24]=[C:25]([CH:48]=3)[CH2:26][CH2:27][C:28]3[CH:36]=[C:32]([NH:33][C:34]=1[N:35]=2)[CH:31]=[CH:30][C:29]=3[NH:37][C:38](=[O:47])[CH2:39][CH2:40][CH:41]1[CH2:46][CH2:45][NH:44][CH2:43][CH2:42]1.[CH3:49][C:50]1[O:54][N:53]=[C:52]([C:55](Cl)=[O:56])[CH:51]=1. No catalyst specified. The product is [F:1][C:2]([F:7])([F:6])[C:3]([OH:5])=[O:4].[Cl:15][C:16]1[CH:17]=[N:18][C:19]2[NH:20][C:21]3[CH:22]=[CH:23][CH:24]=[C:25]([CH:48]=3)[CH2:26][CH2:27][C:28]3[CH:36]=[C:32]([NH:33][C:34]=1[N:35]=2)[CH:31]=[CH:30][C:29]=3[NH:37][C:38](=[O:47])[CH2:39][CH2:40][CH:41]1[CH2:42][CH2:43][N:44]([C:55]([C:52]2[CH:51]=[C:50]([CH3:49])[O:54][N:53]=2)=[O:56])[CH2:45][CH2:46]1. The yield is 0.540. (3) The reactants are C([C@@H](O)[C@H](O)C([O-])=O)(O)=O.[Cl:11][C:12]1[CH:21]=[C:20]2[C:15]([C@H:16]([NH3+:26])[CH2:17][C:18]([CH2:24][F:25])([CH2:22][F:23])[O:19]2)=[CH:14][CH:13]=1.[N:27]([C:30]1[CH:39]=[C:38]2[C:33]([CH2:34][CH2:35][C:36](=[O:40])[NH:37]2)=[CH:32][CH:31]=1)=[C:28]=[S:29].C(N(C(C)C)CC)(C)C. The catalyst is C(Cl)Cl. The product is [Cl:11][C:12]1[CH:21]=[C:20]2[C:15]([C@H:16]([NH:26][C:28]([NH:27][C:30]3[CH:39]=[C:38]4[C:33]([CH2:34][CH2:35][C:36](=[O:40])[NH:37]4)=[CH:32][CH:31]=3)=[S:29])[CH2:17][C:18]([CH2:24][F:25])([CH2:22][F:23])[O:19]2)=[CH:14][CH:13]=1. The yield is 0.760. (4) The reactants are COC1C=C(OC)C=CC=1C[N:6]([C:30]1[CH:35]=[CH:34][N:33]=[CH:32][N:31]=1)[S:7]([C:10]1[CH:15]=[CH:14][C:13]([O:16][C@H:17]2[CH2:21][CH2:20][CH2:19][C@@H:18]2[C:22]2[N:26]([CH3:27])[N:25]=[CH:24][CH:23]=2)=[C:12]([F:28])[C:11]=1[F:29])(=[O:9])=[O:8].C([SiH](CC)CC)C.FC(F)(F)C(O)=O. The catalyst is ClCCl. The product is [F:29][C:11]1[C:12]([F:28])=[C:13]([O:16][C@H:17]2[CH2:21][CH2:20][CH2:19][C@@H:18]2[C:22]2[N:26]([CH3:27])[N:25]=[CH:24][CH:23]=2)[CH:14]=[CH:15][C:10]=1[S:7]([NH:6][C:30]1[CH:35]=[CH:34][N:33]=[CH:32][N:31]=1)(=[O:8])=[O:9]. The yield is 0.410. (5) The product is [Cl:1][C:2]1[N:7]=[C:6]([NH:26][C:22]2[CH:21]=[C:20]3[C:25](=[CH:24][CH:23]=2)[NH:17][N:18]=[CH:19]3)[C:5]([CH3:9])=[C:4]([CH3:10])[N:3]=1. The reactants are [Cl:1][C:2]1[N:7]=[C:6](Cl)[C:5]([CH3:9])=[C:4]([CH3:10])[N:3]=1.C([O-])([O-])=O.[Na+].[Na+].[NH:17]1[C:25]2[C:20](=[CH:21][C:22]([NH2:26])=[CH:23][CH:24]=2)[CH:19]=[N:18]1. The yield is 0.0970. The catalyst is CCO. (6) The product is [Cl:1][C:2]1[CH:7]=[CH:6][CH:5]=[CH:4][C:3]=1[N:8]1[C:12]([C:13]([OH:14])=[O:29])=[CH:11][C:10]([C:18]([O:20][CH3:21])=[O:19])=[N:9]1. The catalyst is C(#N)C.[Ru](Cl)(Cl)Cl. The reactants are [Cl:1][C:2]1[CH:7]=[CH:6][CH:5]=[CH:4][C:3]=1[N:8]1[C:12]([C:13]2[O:14]C=CC=2)=[CH:11][C:10]([C:18]([O:20][CH3:21])=[O:19])=[N:9]1.O.C(Cl)(Cl)(Cl)Cl.I([O-])(=O)(=O)=[O:29].[Na+]. The yield is 0.440. (7) The reactants are [F:1][C:2]1[C:3]2[C:14](=[O:15])[N:13]([C:16]3[C:21]([CH:22]=[O:23])=[C:20]([C:24]4[CH:29]=[C:28]([NH:30][C:31]5[CH:40]=[C:34]6[CH2:35][N:36]([CH3:39])[CH2:37][CH2:38][N:33]6[N:32]=5)[C:27](=[O:41])[N:26]([CH3:42])[CH:25]=4)[CH:19]=[CH:18][N:17]=3)[CH2:12][CH2:11][C:4]=2[N:5]2[C:10]=1[CH2:9][CH2:8][CH2:7][CH2:6]2.[BH4-].[Na+]. The catalyst is CO. The product is [F:1][C:2]1[C:3]2[C:14](=[O:15])[N:13]([C:16]3[C:21]([CH2:22][OH:23])=[C:20]([C:24]4[CH:29]=[C:28]([NH:30][C:31]5[CH:40]=[C:34]6[CH2:35][N:36]([CH3:39])[CH2:37][CH2:38][N:33]6[N:32]=5)[C:27](=[O:41])[N:26]([CH3:42])[CH:25]=4)[CH:19]=[CH:18][N:17]=3)[CH2:12][CH2:11][C:4]=2[N:5]2[C:10]=1[CH2:9][CH2:8][CH2:7][CH2:6]2. The yield is 0.150.